Dataset: Reaction yield outcomes from USPTO patents with 853,638 reactions. Task: Predict the reaction yield, written as a fraction of the theoretical maximum amount of product (1.0 means a 100% yield; for example, 0.34 means a 34% yield). The reactants are Cl[C:2]1[C:11]2[C:6](=[CH:7][CH:8]=[CH:9][CH:10]=2)[N:5]=[C:4]([C:12]([F:15])([F:14])[F:13])[CH:3]=1.[CH3:16][O:17][C:18]1[CH:25]=[CH:24][C:21]([NH:22][CH3:23])=[CH:20][CH:19]=1. The catalyst is C(O)(=O)C. The product is [CH3:16][O:17][C:18]1[CH:25]=[CH:24][C:21]([N:22]([CH3:23])[C:2]2[C:11]3[C:6](=[CH:7][CH:8]=[CH:9][CH:10]=3)[N:5]=[C:4]([C:12]([F:15])([F:14])[F:13])[CH:3]=2)=[CH:20][CH:19]=1. The yield is 0.700.